From a dataset of NCI-60 drug combinations with 297,098 pairs across 59 cell lines. Regression. Given two drug SMILES strings and cell line genomic features, predict the synergy score measuring deviation from expected non-interaction effect. (1) Drug 2: CC(C1=C(C=CC(=C1Cl)F)Cl)OC2=C(N=CC(=C2)C3=CN(N=C3)C4CCNCC4)N. Synergy scores: CSS=2.95, Synergy_ZIP=-1.11, Synergy_Bliss=0.247, Synergy_Loewe=-5.71, Synergy_HSA=-2.03. Cell line: PC-3. Drug 1: CNC(=O)C1=CC=CC=C1SC2=CC3=C(C=C2)C(=NN3)C=CC4=CC=CC=N4. (2) Drug 1: COC1=NC(=NC2=C1N=CN2C3C(C(C(O3)CO)O)O)N. Drug 2: CS(=O)(=O)CCNCC1=CC=C(O1)C2=CC3=C(C=C2)N=CN=C3NC4=CC(=C(C=C4)OCC5=CC(=CC=C5)F)Cl. Cell line: MDA-MB-435. Synergy scores: CSS=-0.913, Synergy_ZIP=0.123, Synergy_Bliss=-0.189, Synergy_Loewe=-2.16, Synergy_HSA=-1.78. (3) Synergy scores: CSS=-7.16, Synergy_ZIP=3.20, Synergy_Bliss=-0.0979, Synergy_Loewe=-15.6, Synergy_HSA=-11.0. Drug 1: CC1=CC2C(CCC3(C2CCC3(C(=O)C)OC(=O)C)C)C4(C1=CC(=O)CC4)C. Cell line: MCF7. Drug 2: C1=NC(=NC(=O)N1C2C(C(C(O2)CO)O)O)N. (4) Drug 1: COC1=C(C=C2C(=C1)N=CN=C2NC3=CC(=C(C=C3)F)Cl)OCCCN4CCOCC4. Drug 2: CC1=C(C=C(C=C1)C(=O)NC2=CC(=CC(=C2)C(F)(F)F)N3C=C(N=C3)C)NC4=NC=CC(=N4)C5=CN=CC=C5. Cell line: RXF 393. Synergy scores: CSS=18.0, Synergy_ZIP=-1.18, Synergy_Bliss=1.35, Synergy_Loewe=-1.36, Synergy_HSA=-0.762. (5) Drug 1: CCCCCOC(=O)NC1=NC(=O)N(C=C1F)C2C(C(C(O2)C)O)O. Drug 2: CC(C)CN1C=NC2=C1C3=CC=CC=C3N=C2N. Cell line: SF-295. Synergy scores: CSS=-2.06, Synergy_ZIP=3.20, Synergy_Bliss=6.23, Synergy_Loewe=0.513, Synergy_HSA=0.520.